Predict the reactants needed to synthesize the given product. From a dataset of Full USPTO retrosynthesis dataset with 1.9M reactions from patents (1976-2016). (1) Given the product [CH3:13][O:12][C:7]1[CH:6]=[CH:5][C:4]2[C:9](=[CH:10][CH:11]=[C:2]([C:19]3[CH:20]=[CH:21][C:16]([O:15][CH3:14])=[CH:17][CH:18]=3)[CH:3]=2)[CH:8]=1, predict the reactants needed to synthesize it. The reactants are: Br[C:2]1[CH:11]=[CH:10][C:9]2[C:4](=[CH:5][CH:6]=[C:7]([O:12][CH3:13])[CH:8]=2)[CH:3]=1.[CH3:14][O:15][C:16]1[CH:21]=[CH:20][C:19](B(O)O)=[CH:18][CH:17]=1.C1(P(C2C=CC=CC=2)C2C=CC=CC=2)C=CC=CC=1.C([O-])([O-])=O.[Na+].[Na+]. (2) Given the product [ClH:1].[Cl:1][C:2]1[CH:14]=[C:13]([S:15]([C:18]2[CH:19]=[CH:20][C:21]([CH2:24][CH2:25][NH:26][CH2:27][C@@H:28]([C:30]3[CH:35]=[CH:34][CH:33]=[C:32]([Cl:36])[CH:31]=3)[OH:29])=[CH:22][CH:23]=2)(=[O:17])=[O:16])[CH:12]=[CH:11][C:3]=1[O:4][CH2:5][C:6]([OH:8])=[O:7], predict the reactants needed to synthesize it. The reactants are: [Cl:1][C:2]1[CH:14]=[C:13]([S:15]([C:18]2[CH:23]=[CH:22][C:21]([CH2:24][CH2:25][NH:26][CH2:27][C@@H:28]([C:30]3[CH:35]=[CH:34][CH:33]=[C:32]([Cl:36])[CH:31]=3)[OH:29])=[CH:20][CH:19]=2)(=[O:17])=[O:16])[CH:12]=[CH:11][C:3]=1[O:4][CH2:5][C:6]([O:8]CC)=[O:7].[OH-].[Na+].Cl. (3) The reactants are: [C:1]([NH:4][C:5]1[CH:10]=[C:9]([C:11]2[S:12][C:13]([C:23](O)=[O:24])=[C:14]([C:16]3[CH:21]=[CH:20][CH:19]=[CH:18][C:17]=3[Cl:22])[N:15]=2)[CH:8]=[CH:7][N:6]=1)(=[O:3])[CH3:2].C(Cl)Cl.Cl.CN(C)CCCN=C=NCC.ON1C2C=CC=CC=2N=N1.[CH2:51]([CH2:53][NH2:54])[OH:52]. Given the product [C:1]([NH:4][C:5]1[CH:10]=[C:9]([C:11]2[S:12][C:13]([C:23]([NH:54][CH2:53][CH2:51][OH:52])=[O:24])=[C:14]([C:16]3[CH:21]=[CH:20][CH:19]=[CH:18][C:17]=3[Cl:22])[N:15]=2)[CH:8]=[CH:7][N:6]=1)(=[O:3])[CH3:2], predict the reactants needed to synthesize it. (4) Given the product [C:19]([O:21][CH2:16][C:13]1[CH:14]=[CH:15][C:10]([CH2:9][C:4]2[CH:3]=[C:2]([Br:1])[CH:7]=[CH:6][C:5]=2[Cl:8])=[CH:11][CH:12]=1)(=[O:20])[CH3:18], predict the reactants needed to synthesize it. The reactants are: [Br:1][C:2]1[CH:7]=[CH:6][C:5]([Cl:8])=[C:4]([CH2:9][C:10]2[CH:15]=[CH:14][C:13]([CH2:16]Br)=[CH:12][CH:11]=2)[CH:3]=1.[CH3:18][C:19]([O-:21])=[O:20].[Na+].O. (5) Given the product [CH:1]1([NH:8][CH2:10][CH2:9][CH2:15][S:12]([OH:14])(=[O:13])=[O:11])[CH2:7][CH2:6][CH2:5][CH2:4][CH2:3][CH2:2]1, predict the reactants needed to synthesize it. The reactants are: [CH:1]1([NH2:8])[CH2:7][CH2:6][CH2:5][CH2:4][CH2:3][CH2:2]1.[CH2:9]1[CH2:15][S:12](=[O:14])(=[O:13])[O:11][CH2:10]1.[K+].[Br-]. (6) Given the product [C:14]([O:13][C:11]([N:8]1[CH2:9][CH2:10][C@H:6]([N:18]([CH3:1])[C@@H:19]2[CH2:26][N:25]3[C:27]4[CH:28]=[C:29]([C:40]([O:42][CH3:43])=[O:41])[CH:30]=[CH:31][C:32]=4[C:33]([CH:34]4[CH2:39][CH2:38][CH2:37][CH2:36][CH2:35]4)=[C:24]3[C:23]3[CH:44]=[CH:45][CH:46]=[CH:47][C:22]=3[O:21][CH2:20]2)[CH2:7]1)=[O:12])([CH3:17])([CH3:16])[CH3:15].[C:14]([O:13][C:11]([N:8]1[CH2:9][CH2:10][C@@H:6]([N:67]([CH3:66])[C@@H:19]2[CH2:26][N:25]3[C:27]4[CH:28]=[C:29]([C:40]([O:42][CH3:43])=[O:41])[CH:30]=[CH:31][C:32]=4[C:33]([CH:34]4[CH2:39][CH2:38][CH2:37][CH2:36][CH2:35]4)=[C:24]3[C:23]3[CH:44]=[CH:45][CH:46]=[CH:47][C:22]=3[O:21][CH2:20]2)[CH2:7]1)=[O:12])([CH3:17])([CH3:16])[CH3:15], predict the reactants needed to synthesize it. The reactants are: [CH3:1]C(O)=O.O=[C:6]1[CH2:10][CH2:9][N:8]([C:11]([O:13][C:14]([CH3:17])([CH3:16])[CH3:15])=[O:12])[CH2:7]1.[NH2:18][C@@H:19]1[CH2:26][N:25]2[C:27]3[CH:28]=[C:29]([C:40]([O:42][CH3:43])=[O:41])[CH:30]=[CH:31][C:32]=3[C:33]([CH:34]3[CH2:39][CH2:38][CH2:37][CH2:36][CH2:35]3)=[C:24]2[C:23]2[CH:44]=[CH:45][CH:46]=[CH:47][C:22]=2[O:21][CH2:20]1.[BH-](OC(C)=O)(OC(C)=O)OC(C)=O.[Na+].C=O.O.[BH3-][C:66]#[N:67].[Na+]. (7) Given the product [C:1]([O:5][C:6]([N:8]1[C:16]2[C:11](=[CH:12][C:13]([CH2:22][C:21]#[C:20][N:19]([CH3:23])[CH3:18])=[CH:14][CH:15]=2)[CH:10]=[CH:9]1)=[O:7])([CH3:4])([CH3:3])[CH3:2], predict the reactants needed to synthesize it. The reactants are: [C:1]([O:5][C:6]([N:8]1[C:16]2[C:11](=[CH:12][C:13](I)=[CH:14][CH:15]=2)[CH:10]=[CH:9]1)=[O:7])([CH3:4])([CH3:3])[CH3:2].[CH3:18][N:19]([CH3:23])[CH2:20][C:21]#[CH:22].O. (8) The reactants are: [C:1]1([NH2:8])[CH:6]=[CH:5][CH:4]=[CH:3][C:2]=1[NH2:7].[Br:9][C:10]1[CH:11]=[C:12]([CH:15]=[CH:16][C:17]=1[OH:18])[CH:13]=O. Given the product [NH:7]1[C:2]2[CH:3]=[CH:4][CH:5]=[CH:6][C:1]=2[N:8]=[C:13]1[C:12]1[CH:15]=[CH:16][C:17]([OH:18])=[C:10]([Br:9])[CH:11]=1, predict the reactants needed to synthesize it. (9) Given the product [Cl:1][C:2]1[CH:3]=[CH:4][C:5]2[N:11]3[C:12]([C:15]([F:18])([F:17])[F:16])=[N:13][N:14]=[C:10]3[C@@H:9]([CH2:19][C:20]([NH:42][CH2:41][C:40]([O:39][C:35]([CH3:38])([CH3:37])[CH3:36])=[O:43])=[O:21])[S:8][C@H:7]([C:23]3[CH:28]=[CH:27][CH:26]=[C:25]([O:29][CH3:30])[C:24]=3[O:31][CH3:32])[C:6]=2[CH:33]=1, predict the reactants needed to synthesize it. The reactants are: [Cl:1][C:2]1[CH:3]=[CH:4][C:5]2[N:11]3[C:12]([C:15]([F:18])([F:17])[F:16])=[N:13][N:14]=[C:10]3[C@@H:9]([CH2:19][C:20](O)=[O:21])[S:8][C@H:7]([C:23]3[CH:28]=[CH:27][CH:26]=[C:25]([O:29][CH3:30])[C:24]=3[O:31][CH3:32])[C:6]=2[CH:33]=1.Cl.[C:35]([O:39][C:40](=[O:43])[CH2:41][NH2:42])([CH3:38])([CH3:37])[CH3:36].Cl.C(N=C=NCCCN(C)C)C.O.ON1C2C=CC=CC=2N=N1.